Dataset: Catalyst prediction with 721,799 reactions and 888 catalyst types from USPTO. Task: Predict which catalyst facilitates the given reaction. Reactant: [N+:1]([C:4]1[CH:9]=[CH:8][CH:7]=[CH:6][C:5]=1[CH2:10][C:11]([O:13][C:14]([CH3:17])([CH3:16])[CH3:15])=[O:12])([O-:3])=[O:2].[Br:18]N1C(=O)CCC1=O.N(C(C)(C)C#N)=NC(C)(C)C#N. Product: [Br:18][CH:10]([C:5]1[CH:6]=[CH:7][CH:8]=[CH:9][C:4]=1[N+:1]([O-:3])=[O:2])[C:11]([O:13][C:14]([CH3:17])([CH3:16])[CH3:15])=[O:12]. The catalyst class is: 53.